Dataset: Full USPTO retrosynthesis dataset with 1.9M reactions from patents (1976-2016). Task: Predict the reactants needed to synthesize the given product. (1) The reactants are: C(O[K])(C)(C)C.[S:7]1[C:14]2[C:13]([CH2:15][C:16]([O:18]CC)=[O:17])=[CH:12][NH:11][C:10]=2[CH:9]=[CH:8]1.[CH:21]1([S:24](Cl)(=[O:26])=[O:25])[CH2:23][CH2:22]1.[OH-].[Na+]. Given the product [CH:21]1([S:24]([N:11]2[CH:12]=[C:13]([CH2:15][C:16]([OH:18])=[O:17])[C:14]3[S:7][CH:8]=[CH:9][C:10]2=3)(=[O:26])=[O:25])[CH2:23][CH2:22]1, predict the reactants needed to synthesize it. (2) Given the product [F:9][CH:8]([F:10])[C:5]1[CH:6]=[CH:7][C:2]([B:11]2[O:15][C:14]([CH3:17])([CH3:16])[C:13]([CH3:19])([CH3:18])[O:12]2)=[CH:3][CH:4]=1, predict the reactants needed to synthesize it. The reactants are: Br[C:2]1[CH:7]=[CH:6][C:5]([CH:8]([F:10])[F:9])=[CH:4][CH:3]=1.[B:11]1([B:11]2[O:15][C:14]([CH3:17])([CH3:16])[C:13]([CH3:19])([CH3:18])[O:12]2)[O:15][C:14]([CH3:17])([CH3:16])[C:13]([CH3:19])([CH3:18])[O:12]1.C([O-])(=O)C.[K+]. (3) Given the product [CH3:25][C:26]1[CH:31]=[CH:30][CH:29]=[C:28]([CH3:32])[C:27]=1[NH:33][C:34]([NH:36][C:37]1[C:38]([C:47]([N:50]2[CH2:61][CH2:60][CH2:59][C@H:51]2[C:52]([O:54][C:55]([CH3:57])([CH3:58])[CH3:56])=[O:53])=[O:48])=[CH:39][C:40]2[C:45]([CH:46]=1)=[CH:44][CH:43]=[CH:42][CH:41]=2)=[O:35], predict the reactants needed to synthesize it. The reactants are: CN(C(ON1N=NC2C=CC=NC1=2)=[N+](C)C)C.F[P-](F)(F)(F)(F)F.[CH3:25][C:26]1[CH:31]=[CH:30][CH:29]=[C:28]([CH3:32])[C:27]=1[NH:33][C:34]([NH:36][C:37]1[C:38]([C:47](O)=[O:48])=[CH:39][C:40]2[C:45]([CH:46]=1)=[CH:44][CH:43]=[CH:42][CH:41]=2)=[O:35].[NH:50]1[CH2:61][CH2:60][CH2:59][C@H:51]1[C:52]([O:54][C:55]([CH3:58])([CH3:57])[CH3:56])=[O:53].Cl. (4) Given the product [C:18]([NH:17][CH2:16][CH2:15][NH:14][C:4]1[N:5]=[C:6]([C:8]2[CH:13]=[CH:12][CH:11]=[CH:10][CH:9]=2)[N:7]=[C:2]([NH:1][C:23](=[O:24])[CH2:22][Cl:21])[CH:3]=1)(=[O:20])[CH3:19], predict the reactants needed to synthesize it. The reactants are: [NH2:1][C:2]1[N:7]=[C:6]([C:8]2[CH:13]=[CH:12][CH:11]=[CH:10][CH:9]=2)[N:5]=[C:4]([NH:14][CH2:15][CH2:16][NH:17][C:18](=[O:20])[CH3:19])[CH:3]=1.[Cl:21][CH2:22][C:23](Cl)=[O:24].CO.N1C(C)=CC=CC=1C. (5) Given the product [Cl:7][C:8]1[CH:16]=[C:15]2[C:11]([C:12]([CH2:35][CH:36]([CH3:38])[CH3:37])=[CH:13][N:14]2[C:17]2[S:18][CH:19]=[C:20]([C:22]3[NH:26][C:25]4[CH:27]=[CH:28][CH:29]=[C:30]([CH2:31][OH:32])[C:24]=4[N:23]=3)[N:21]=2)=[CH:10][CH:9]=1, predict the reactants needed to synthesize it. The reactants are: [H-].[Al+3].[Li+].[H-].[H-].[H-].[Cl:7][C:8]1[CH:16]=[C:15]2[C:11]([C:12]([CH2:35][CH:36]([CH3:38])[CH3:37])=[CH:13][N:14]2[C:17]2[S:18][CH:19]=[C:20]([C:22]3[NH:26][C:25]4[CH:27]=[CH:28][CH:29]=[C:30]([C:31](OC)=[O:32])[C:24]=4[N:23]=3)[N:21]=2)=[CH:10][CH:9]=1.[OH-].[Na+].C(OCC)(=O)C.